From a dataset of Catalyst prediction with 721,799 reactions and 888 catalyst types from USPTO. Predict which catalyst facilitates the given reaction. (1) The catalyst class is: 15. Product: [Br:26][C:6]1[CH:5]=[C:4]([CH2:27][CH:28]([F:33])[C:29]([OH:31])=[O:30])[CH:3]=[C:2]([Br:1])[C:7]=1[O:8][C:9]1[CH:14]=[CH:13][C:12]2[N:15]=[C:16]([CH2:17][S:18]([CH3:21])(=[O:20])=[O:19])[N:23]([CH2:24][CH3:25])[C:11]=2[CH:10]=1. Reactant: [Br:1][C:2]1[CH:3]=[C:4]([CH2:27][CH:28]([F:33])[C:29]([O:31]C)=[O:30])[CH:5]=[C:6]([Br:26])[C:7]=1[O:8][C:9]1[CH:14]=[CH:13][C:12]([NH:15][C:16](=O)[CH2:17][S:18]([CH3:21])(=[O:20])=[O:19])=[C:11]([NH:23][CH2:24][CH3:25])[CH:10]=1. (2) Reactant: C(OC([NH:8][C:9]1[CH:17]=[CH:16][C:15]([C:18]2[CH:19]=[C:20]3[C:26]([C:27]4[CH:32]=[CH:31][CH:30]=[CH:29][C:28]=4[O:33][CH3:34])=[N:25][N:24](COCC[Si](C)(C)C)[C:21]3=[N:22][CH:23]=2)=[CH:14][C:10]=1[C:11]([OH:13])=[O:12])=O)(C)(C)C.Cl(O)(=O)(=O)=O.SCC(O)=O. Product: [NH2:8][C:9]1[CH:17]=[CH:16][C:15]([C:18]2[CH:19]=[C:20]3[C:26]([C:27]4[CH:32]=[CH:31][CH:30]=[CH:29][C:28]=4[O:33][CH3:34])=[N:25][NH:24][C:21]3=[N:22][CH:23]=2)=[CH:14][C:10]=1[C:11]([OH:13])=[O:12]. The catalyst class is: 86. (3) Reactant: [CH3:1]NC.[CH3:4][CH2:5][N:6]([CH:10]([CH3:12])C)[CH:7]([CH3:9])C.[Cl:13][C:14]1[CH:19]=[C:18]([C:20](=[O:35])[NH:21][CH2:22][C:23]2[CH:28]=[C:27]([Cl:29])[CH:26]=[CH:25][C:24]=2[S:30]([CH2:33][CH3:34])(=[O:32])=[O:31])[CH:17]=[C:16]([C:36]([F:39])([F:38])[F:37])C=1CN1CCC[C@H](C(O)=O)C1.[CH3:50][N:51]([C:53]([O:57]N1N=NC2C=CC=NC1=2)=[N+](C)C)[CH3:52].F[P-](F)(F)(F)(F)F. Product: [Cl:13][C:14]1[CH:19]=[C:18]([C:20](=[O:35])[NH:21][CH2:22][C:23]2[CH:28]=[C:27]([Cl:29])[CH:26]=[CH:25][C:24]=2[S:30]([CH2:33][CH3:34])(=[O:32])=[O:31])[CH:17]=[C:16]([C:36]([F:37])([F:39])[F:38])[C:12]=1[CH2:10][N:6]1[CH2:5][CH2:4][CH2:1][C@H:9]([C:53]([N:51]([CH3:52])[CH3:50])=[O:57])[CH2:7]1. The catalyst class is: 10. (4) Reactant: [Cl:1][C:2]1[N:7]=[C:6]([NH:8][CH:9]2[CH2:12][CH2:11][CH2:10]2)[C:5]([N+:13]([O-])=O)=[C:4]([Cl:16])[N:3]=1. Product: [Cl:1][C:2]1[N:7]=[C:6]([NH:8][CH:9]2[CH2:10][CH2:11][CH2:12]2)[C:5]([NH2:13])=[C:4]([Cl:16])[N:3]=1. The catalyst class is: 409. (5) Reactant: B(F)(F)F.CCOCC.C[N:11]([C:13](F)(F)[CH:14]([F:16])[F:15])C.[F:19][C:20]([F:30])([F:29])[C:21](=O)[CH2:22][C:23]([O:25][CH2:26][CH3:27])=[O:24].[F-].[K+].[CH3:33][NH:34]N. Product: [CH2:26]([O:25][C:23]([C:22]1[C:13]([CH:14]([F:16])[F:15])=[N:11][N:34]([CH3:33])[C:21]=1[C:20]([F:30])([F:29])[F:19])=[O:24])[CH3:27]. The catalyst class is: 545. (6) Reactant: [F:1][C:2]1[CH:7]=[CH:6][C:5]([OH:8])=[CH:4][CH:3]=1.[H-].[Na+].Cl[C:12]1[N:21]=[CH:20][C:19]([I:22])=[CH:18][C:13]=1[C:14]([O:16][CH3:17])=[O:15].O. Product: [F:1][C:2]1[CH:7]=[CH:6][C:5]([O:8][C:12]2[N:21]=[CH:20][C:19]([I:22])=[CH:18][C:13]=2[C:14]([O:16][CH3:17])=[O:15])=[CH:4][CH:3]=1. The catalyst class is: 3. (7) Reactant: [Br:1][C:2]1[N:3]=[C:4]([C:7]([OH:9])=O)[S:5][CH:6]=1.C1C=CC2N(O)N=NC=2C=1.[CH:20]12[NH:27][CH:24]([CH2:25][CH2:26]1)[CH2:23][O:22][CH2:21]2.C(Cl)CCl.C(N(CC)CC)C. Product: [CH:24]12[N:27]([C:7]([C:4]3[S:5][CH:6]=[C:2]([Br:1])[N:3]=3)=[O:9])[CH:20]([CH2:26][CH2:25]1)[CH2:21][O:22][CH2:23]2. The catalyst class is: 39. (8) Reactant: F[C:2]1[CH:7]=[CH:6][C:5]([C:8]([F:11])([F:10])[F:9])=[CH:4][C:3]=1[N+:12]([O-:14])=[O:13].[NH2:15][CH:16]1[CH2:21][CH2:20][O:19][CH2:18][CH2:17]1. Product: [O:19]1[CH2:20][CH2:21][CH:16]([NH:15][C:2]2[CH:7]=[CH:6][C:5]([C:8]([F:11])([F:10])[F:9])=[CH:4][C:3]=2[N+:12]([O-:14])=[O:13])[CH2:17][CH2:18]1. The catalyst class is: 17. (9) Reactant: Cl[C:2]1[C:10]2[C:5](=[CH:6][CH:7]=[CH:8][CH:9]=2)[NH:4][N:3]=1.[NH:11]1[CH2:16][CH2:15][NH:14][CH2:13][CH2:12]1. Product: [N:11]1([C:2]2[C:10]3[C:5](=[CH:6][CH:7]=[CH:8][CH:9]=3)[NH:4][N:3]=2)[CH2:16][CH2:15][NH:14][CH2:13][CH2:12]1. The catalyst class is: 6. (10) Reactant: [OH:1][C:2]1[CH:3]=[C:4]([CH:33]=[C:34]([NH:36][C:37]2[NH:38][CH2:39][CH:40]([OH:43])[CH2:41][N:42]=2)[CH:35]=1)[C:5]([NH:7][CH2:8][C:9]([NH:11][C@H:12]([C:19]1[CH:24]=[C:23]([C:25]([F:28])([F:27])[F:26])[CH:22]=[C:21]([C:29]([OH:32])([CH3:31])[CH3:30])[CH:20]=1)[CH2:13][C:14]([O:16]CC)=[O:15])=[O:10])=[O:6].C(#N)C.O.O.[OH-].[Li+]. Product: [OH:1][C:2]1[CH:3]=[C:4]([CH:33]=[C:34]([NH:36][C:37]2[NH:42][CH2:41][CH:40]([OH:43])[CH2:39][N:38]=2)[CH:35]=1)[C:5]([NH:7][CH2:8][C:9]([NH:11][C@H:12]([C:19]1[CH:24]=[C:23]([C:25]([F:27])([F:28])[F:26])[CH:22]=[C:21]([C:29]([OH:32])([CH3:31])[CH3:30])[CH:20]=1)[CH2:13][C:14]([OH:16])=[O:15])=[O:10])=[O:6]. The catalyst class is: 6.